This data is from Full USPTO retrosynthesis dataset with 1.9M reactions from patents (1976-2016). The task is: Predict the reactants needed to synthesize the given product. (1) Given the product [CH:1]1([O:7][C:9]2[C:18]3[C:13](=[CH:14][CH:15]=[CH:16][CH:17]=3)[CH:12]=[C:11]([NH:19][C:20]3[CH:24]=[C:23]([CH3:25])[NH:22][N:21]=3)[N:10]=2)[CH2:6][CH2:5][CH2:4][CH2:3][CH2:2]1, predict the reactants needed to synthesize it. The reactants are: [CH:1]1([OH:7])[CH2:6][CH2:5][CH2:4][CH2:3][CH2:2]1.Cl[C:9]1[C:18]2[C:13](=[CH:14][CH:15]=[CH:16][CH:17]=2)[CH:12]=[C:11]([NH:19][C:20]2[CH:24]=[C:23]([CH3:25])[NH:22][N:21]=2)[N:10]=1. (2) The reactants are: [CH2:1]([O:3][C:4]([C:6]1[CH:7]=[N:8][C:9]2[C:14]([C:15]=1Cl)=[CH:13][CH:12]=[CH:11][C:10]=2[O:17][CH3:18])=[O:5])[CH3:2].[CH2:19]([NH2:25])[C:20]1[O:24][CH:23]=[CH:22][CH:21]=1. Given the product [CH2:1]([O:3][C:4]([C:6]1[CH:7]=[N:8][C:9]2[C:14]([C:15]=1[NH:25][CH2:19][CH:20]1[CH2:21][CH2:22][CH2:23][O:24]1)=[CH:13][CH:12]=[CH:11][C:10]=2[O:17][CH3:18])=[O:5])[CH3:2], predict the reactants needed to synthesize it. (3) Given the product [Cl:23][C:24]1[S:25][C:26]2[CH:32]=[C:31]([NH:34][C:20]([C:17]3[CH:16]=[CH:15][C:14]([C:11]4[CH:10]=[CH:9][C:8]([F:7])=[CH:13][CH:12]=4)=[CH:19][CH:18]=3)=[O:22])[CH:30]=[CH:29][C:27]=2[N:28]=1, predict the reactants needed to synthesize it. The reactants are: C(Cl)(=O)C(Cl)=O.[F:7][C:8]1[CH:13]=[CH:12][C:11]([C:14]2[CH:19]=[CH:18][C:17]([C:20]([OH:22])=O)=[CH:16][CH:15]=2)=[CH:10][CH:9]=1.[Cl:23][C:24]1[S:25][C:26]2[CH:32]=[CH:31][CH:30]=[C:29](N)[C:27]=2[N:28]=1.[N:34]1C=CC=CC=1. (4) Given the product [CH3:35][O:34][C:32](=[O:33])[C:31]1[CH:36]=[CH:37][CH:38]=[C:29]([O:15][CH2:14][CH:13]([N:12]2[C:11]3[CH:22]=[C:23]([F:27])[C:24]([F:26])=[CH:25][C:10]=3[N:9]=[C:8]2[C:5]2[CH:6]=[CH:7][C:2]([Cl:1])=[CH:3][CH:4]=2)[CH:16]2[CH2:17][CH2:18][CH2:19][CH2:20][CH2:21]2)[C:30]=1[CH3:39], predict the reactants needed to synthesize it. The reactants are: [Cl:1][C:2]1[CH:7]=[CH:6][C:5]([C:8]2[N:12]([CH:13]([CH:16]3[CH2:21][CH2:20][CH2:19][CH2:18][CH2:17]3)[CH2:14][OH:15])[C:11]3[CH:22]=[C:23]([F:27])[C:24]([F:26])=[CH:25][C:10]=3[N:9]=2)=[CH:4][CH:3]=1.O[C:29]1[C:30]([CH3:39])=[C:31]([CH:36]=[CH:37][CH:38]=1)[C:32]([O:34][CH3:35])=[O:33].N(C(OC(C)(C)C)=O)=NC(OC(C)(C)C)=O. (5) The reactants are: [N+:1]([C:4]1[CH:5]=[CH:6][CH:7]=[C:8]2[C:12]=1[NH:11][CH:10]=[CH:9]2)([O-:3])=[O:2].C(C1C=CC=C2C=1NC=C2[CH:24]([C:31]1[CH:36]=[CH:35][C:34]([C:37]([F:40])([F:39])[F:38])=[CH:33][CH:32]=1)[CH2:25][C:26]([O:28][CH2:29][CH3:30])=[O:27])C. Given the product [N+:1]([C:4]1[CH:5]=[CH:6][CH:7]=[C:8]2[C:12]=1[NH:11][CH:10]=[C:9]2[CH:24]([C:31]1[CH:36]=[CH:35][C:34]([C:37]([F:38])([F:39])[F:40])=[CH:33][CH:32]=1)[CH2:25][C:26]([O:28][CH2:29][CH3:30])=[O:27])([O-:3])=[O:2], predict the reactants needed to synthesize it. (6) Given the product [Cl:1][C:2]1[C:3]([C:12]([NH:37][CH2:36][C:32]2[CH:31]=[C:30]([CH:35]=[CH:34][CH:33]=2)[O:29][C:26]2[CH:27]=[CH:28][C:23]([O:22][C:19]([CH3:21])([CH3:20])[C:18]([OH:40])=[O:17])=[C:24]([CH3:38])[CH:25]=2)=[O:14])=[N:4][CH:5]=[C:6]([C:8]([F:9])([F:10])[F:11])[CH:7]=1, predict the reactants needed to synthesize it. The reactants are: [Cl:1][C:2]1[C:3]([C:12]([OH:14])=O)=[N:4][CH:5]=[C:6]([C:8]([F:11])([F:10])[F:9])[CH:7]=1.C([O:17][C:18](=[O:40])[C:19]([O:22][C:23]1[CH:28]=[CH:27][C:26]([O:29][C:30]2[CH:35]=[CH:34][CH:33]=[C:32]([CH2:36][NH2:37])[CH:31]=2)=[CH:25][C:24]=1[CH2:38]C)([CH3:21])[CH3:20])C. (7) Given the product [C:1]([C@@H:4]1[CH2:8][CH2:7][CH2:6][N:5]1[C:9]([O:11][C:12]([CH3:15])([CH3:14])[CH3:13])=[O:10])(=[S:25])[NH2:2], predict the reactants needed to synthesize it. The reactants are: [C:1]([C@@H:4]1[CH2:8][CH2:7][CH2:6][N:5]1[C:9]([O:11][C:12]([CH3:15])([CH3:14])[CH3:13])=[O:10])(=O)[NH2:2].COC1C=CC(P2(SP(C3C=CC(OC)=CC=3)(=S)S2)=[S:25])=CC=1.